Dataset: Forward reaction prediction with 1.9M reactions from USPTO patents (1976-2016). Task: Predict the product of the given reaction. (1) Given the reactants [Si:1]([O:8][CH2:9][C:10]1[O:11][C:12]2[C:18]([CH2:19][OH:20])=[CH:17][C:16]([F:21])=[CH:15][C:13]=2[CH:14]=1)([C:4]([CH3:7])([CH3:6])[CH3:5])([CH3:3])[CH3:2].O[C:23]1[CH:28]=[CH:27][C:26]([CH2:29][CH2:30][C:31]([O:33][CH2:34][CH3:35])=[O:32])=[C:25]([CH3:36])[C:24]=1[CH3:37].CCOC(/N=N/C(OCC)=O)=O.C1C=CC(P(C2C=CC=CC=2)C2C=CC=CC=2)=CC=1, predict the reaction product. The product is: [Si:1]([O:8][CH2:9][C:10]1[O:11][C:12]2[C:18]([CH2:19][O:20][C:23]3[CH:28]=[CH:27][C:26]([CH2:29][CH2:30][C:31]([O:33][CH2:34][CH3:35])=[O:32])=[C:25]([CH3:36])[C:24]=3[CH3:37])=[CH:17][C:16]([F:21])=[CH:15][C:13]=2[CH:14]=1)([C:4]([CH3:7])([CH3:6])[CH3:5])([CH3:3])[CH3:2]. (2) Given the reactants [CH3:1][S:2](Cl)(=[O:4])=[O:3].[CH3:6][C@@H:7]1[CH2:12][NH:11][CH2:10][CH2:9][NH:8]1.Cl, predict the reaction product. The product is: [CH3:6][C@H:7]1[NH:8][CH2:9][CH2:10][N:11]([S:2]([CH3:1])(=[O:4])=[O:3])[CH2:12]1.